From a dataset of Human liver microsome stability data. Regression/Classification. Given a drug SMILES string, predict its absorption, distribution, metabolism, or excretion properties. Task type varies by dataset: regression for continuous measurements (e.g., permeability, clearance, half-life) or binary classification for categorical outcomes (e.g., BBB penetration, CYP inhibition). Dataset: hlm. (1) The compound is CC(=O)Nc1cccc(N2CCN(CCCCNS(=O)(=O)CC3CCCCC3)CC2)c1. The result is 1 (stable in human liver microsomes). (2) The result is 1 (stable in human liver microsomes). The drug is COc1ccc2[nH]c(C(=O)N3CC(=O)N(Cc4ccccc4)[C@@H](CN4CCCc5ccccc54)C3)cc2c1. (3) The drug is [2H]C([2H])([2H])Oc1cccc([C@@]2(O)CCCC[C@@H]2CN(C)C)c1. The result is 0 (unstable in human liver microsomes). (4) The compound is CC(C)(C)c1cc(NC(=O)[C@@H]2CCCN2c2ccc(Cl)cc2)no1. The result is 1 (stable in human liver microsomes). (5) The compound is CN1CCN(C(=O)c2ccc(-c3ccc4ncc(-c5ccc(C#N)cc5)n4n3)cc2)CC1. The result is 1 (stable in human liver microsomes). (6) The compound is CC1=C(c2nc(C)no2)N2C(=O)[C@@H](NC(=O)COc3ccccc3)[C@H]2SC1. The result is 0 (unstable in human liver microsomes). (7) The drug is COc1ccc2[nH]c(C(=O)N3CC(=O)N(Cc4ccccc4)[C@@H](CN4CC5CC5C4)C3)cc2c1. The result is 1 (stable in human liver microsomes). (8) The compound is Cc1c(Cl)nc(NC(=O)NC(C)(C)C)c(=O)n1C(C(=O)Nc1ccccc1C(=O)NS(=O)(=O)c1ccc(C(F)(F)F)cc1)c1ccccc1. The result is 0 (unstable in human liver microsomes). (9) The molecule is NC(=O)[C@@H]1[C@H](c2ccccc2)CCN1C(=O)[C@@H](N)Cc1ccccc1. The result is 0 (unstable in human liver microsomes).